This data is from Forward reaction prediction with 1.9M reactions from USPTO patents (1976-2016). The task is: Predict the product of the given reaction. (1) Given the reactants C(N(CCCC)C(C1N=C(C2C=CC(C(O)=O)=CC=2C(N2CCC3C(=CC=CC=3)C2)=O)N(C)C=1)=O)CCC.[CH2:39]([N:43]([CH2:79][CH2:80][CH2:81][CH3:82])[C:44]([C:46]1[N:47]=[C:48]([C:57]2[CH:66]=[CH:65][C:60]([C:61]([O:63]C)=[O:62])=[CH:59][C:58]=2[C:67]([N:69]2[CH2:78][CH2:77][C:76]3[C:71](=[CH:72][CH:73]=[CH:74][CH:75]=3)[CH2:70]2)=[O:68])[N:49]([CH2:51][CH2:52][CH2:53][N:54]([CH3:56])[CH3:55])[CH:50]=1)=[O:45])[CH2:40][CH2:41][CH3:42], predict the reaction product. The product is: [CH2:79]([N:43]([CH2:39][CH2:40][CH2:41][CH3:42])[C:44]([C:46]1[N:47]=[C:48]([C:57]2[CH:66]=[CH:65][C:60]([C:61]([OH:63])=[O:62])=[CH:59][C:58]=2[C:67]([N:69]2[CH2:78][CH2:77][C:76]3[C:71](=[CH:72][CH:73]=[CH:74][CH:75]=3)[CH2:70]2)=[O:68])[N:49]([CH2:51][CH2:52][CH2:53][N:54]([CH3:55])[CH3:56])[CH:50]=1)=[O:45])[CH2:80][CH2:81][CH3:82]. (2) Given the reactants [Br:1][C:2]1[CH:3]=[N:4][C:5]2[C:10]([CH:11]=1)=[CH:9][C:8]([O:12][CH3:13])=[CH:7][C:6]=2N.N([O-])=O.[Na+].C1CCCCC1.C(OCC)(=O)C.[F:31][B-](F)(F)F.[H+], predict the reaction product. The product is: [Br:1][C:2]1[CH:3]=[N:4][C:5]2[C:10]([CH:11]=1)=[CH:9][C:8]([O:12][CH3:13])=[CH:7][C:6]=2[F:31]. (3) Given the reactants [NH2:1][C:2]1[C:7]([CH3:8])=[CH:6][CH:5]=[CH:4][C:3]=1[OH:9].[CH2:10]([O:12][C:13](OCC)([O:19]CC)[C:14](OCC)=O)[CH3:11], predict the reaction product. The product is: [CH2:10]([O:12][C:13]([C:14]1[O:9][C:3]2[CH:4]=[CH:5][CH:6]=[C:7]([CH3:8])[C:2]=2[N:1]=1)=[O:19])[CH3:11].